From a dataset of Peptide-MHC class II binding affinity with 134,281 pairs from IEDB. Regression. Given a peptide amino acid sequence and an MHC pseudo amino acid sequence, predict their binding affinity value. This is MHC class II binding data. The peptide sequence is EKKYFAATQFEPLWA. The MHC is HLA-DPA10201-DPB10501 with pseudo-sequence HLA-DPA10201-DPB10501. The binding affinity (normalized) is 0.757.